From a dataset of Full USPTO retrosynthesis dataset with 1.9M reactions from patents (1976-2016). Predict the reactants needed to synthesize the given product. (1) Given the product [CH3:12][NH:13][CH2:2][C:3]1[CH:11]=[CH:10][C:6]([C:7]([OH:9])=[O:8])=[CH:5][CH:4]=1, predict the reactants needed to synthesize it. The reactants are: Br[CH2:2][C:3]1[CH:11]=[CH:10][C:6]([C:7]([OH:9])=[O:8])=[CH:5][CH:4]=1.[CH3:12][NH2:13]. (2) The reactants are: [Br-].[CH2:2]([P+](C1C=CC=CC=1)(C1C=CC=CC=1)C1C=CC=CC=1)[CH2:3][CH2:4][CH2:5][CH2:6][CH2:7][CH2:8][CH2:9][CH2:10][CH3:11].C[Si]([N-][Si](C)(C)C)(C)C.[Na+].[NH:41]1[C:49]2[C:44](=[CH:45][CH:46]=[CH:47][CH:48]=2)[CH:43]=[C:42]1[CH:50]=O.[Cl-].[NH4+]. Given the product [CH:50]([C:42]1[NH:41][C:49]2[C:44]([CH:43]=1)=[CH:45][CH:46]=[CH:47][CH:48]=2)=[CH:2][CH2:3][CH2:4][CH2:5][CH2:6][CH2:7][CH2:8][CH2:9][CH2:10][CH3:11], predict the reactants needed to synthesize it.